From a dataset of Full USPTO retrosynthesis dataset with 1.9M reactions from patents (1976-2016). Predict the reactants needed to synthesize the given product. (1) Given the product [Cl:15][C:10]1[CH:11]=[CH:12][CH:13]=[CH:14][C:9]=1[CH2:8][N:26]1[C:23]2[CH:24]=[CH:25][C:20]3[N:21]([C:17]([CH3:16])=[N:18][N:19]=3)[C:22]=2[CH:28]=[C:27]1[CH3:29], predict the reactants needed to synthesize it. The reactants are: C([O-])([O-])=O.[K+].[K+].Br[CH2:8][C:9]1[CH:14]=[CH:13][CH:12]=[CH:11][C:10]=1[Cl:15].[CH3:16][C:17]1[N:21]2[C:22]3[CH:28]=[C:27]([CH3:29])[NH:26][C:23]=3[CH:24]=[CH:25][C:20]2=[N:19][N:18]=1. (2) Given the product [CH3:15][O:14][C:8]1[CH:7]=[C:6]2[C:11](=[CH:10][C:9]=1[O:12][CH3:13])[C:2]([O:28][CH:25]1[CH2:26][CH2:27][O:23][CH2:24]1)=[N:3][C:4]([NH:16][C:17]1[CH:21]=[C:20]([CH3:22])[NH:19][N:18]=1)=[CH:5]2, predict the reactants needed to synthesize it. The reactants are: Cl[C:2]1[C:11]2[C:6](=[CH:7][C:8]([O:14][CH3:15])=[C:9]([O:12][CH3:13])[CH:10]=2)[CH:5]=[C:4]([NH:16][C:17]2[CH:21]=[C:20]([CH3:22])[NH:19][N:18]=2)[N:3]=1.[O:23]1[CH2:27][CH2:26][CH:25]([OH:28])[CH2:24]1.